This data is from Catalyst prediction with 721,799 reactions and 888 catalyst types from USPTO. The task is: Predict which catalyst facilitates the given reaction. (1) Reactant: O1CCCC1.[C:6]1([C:20](OC)=[O:21])[CH:11]=[C:10]([C:12]([O:14][CH3:15])=[O:13])[CH:9]=[C:8]([C:16](OC)=[O:17])[CH:7]=1.[H-].[Al+3].[Li+].[H-].[H-].[H-].[OH-].[Na+]. Product: [OH:17][CH2:16][C:8]1[CH:9]=[C:10]([CH:11]=[C:6]([CH2:20][OH:21])[CH:7]=1)[C:12]([O:14][CH3:15])=[O:13]. The catalyst class is: 6. (2) Reactant: [C:1]([O:5][C:6]([N:8]1[CH2:13][CH2:12][N:11]([C:14]2[CH:19]=[CH:18][C:17]([NH2:20])=[CH:16][C:15]=2[F:21])[CH2:10][CH2:9]1)=[O:7])([CH3:4])([CH3:3])[CH3:2].[N:22]1[CH:27]=[CH:26][CH:25]=[C:24]([C:28]2[CH:36]=[CH:35][CH:34]=[CH:33][C:29]=2[C:30](O)=[O:31])[CH:23]=1.CN(C(ON1N=NC2C=CC=NC1=2)=[N+](C)C)C.F[P-](F)(F)(F)(F)F.C(NC(C)C)(C)C. Product: [C:1]([O:5][C:6]([N:8]1[CH2:13][CH2:12][N:11]([C:14]2[CH:19]=[CH:18][C:17]([NH:20][C:30](=[O:31])[C:29]3[CH:33]=[CH:34][CH:35]=[CH:36][C:28]=3[C:24]3[CH:23]=[N:22][CH:27]=[CH:26][CH:25]=3)=[CH:16][C:15]=2[F:21])[CH2:10][CH2:9]1)=[O:7])([CH3:4])([CH3:2])[CH3:3]. The catalyst class is: 31. (3) Reactant: [Br:1][C:2]1[C:3]([NH2:14])=[CH:4][C:5]([N:8]2[CH2:13][CH2:12][O:11][CH2:10][CH2:9]2)=[N:6][CH:7]=1.Br[C:16]1[C:25]2[C:20](=[CH:21][C:22]([F:27])=[CH:23][C:24]=2[F:26])[N:19]=[C:18]([C:28]2[CH:33]=[C:32]([CH3:34])[CH:31]=[CH:30][N:29]=2)[C:17]=1[CH3:35].C1(P(C2CCCCC2)C2(CCC)CC(CCC)=CC(CCC)=C2C2C=CC=CC=2)CCCCC1.CC(C1C=C(C(C)C)C(C2C=CC=CC=2P(C2CCCCC2)C2CCCCC2)=C(C(C)C)C=1)C.CC(C)([O-])C.[Na+]. Product: [Br:1][C:2]1[C:3]([NH:14][C:16]2[C:25]3[C:20](=[CH:21][C:22]([F:27])=[CH:23][C:24]=3[F:26])[N:19]=[C:18]([C:28]3[CH:33]=[C:32]([CH3:34])[CH:31]=[CH:30][N:29]=3)[C:17]=2[CH3:35])=[CH:4][C:5]([N:8]2[CH2:9][CH2:10][O:11][CH2:12][CH2:13]2)=[N:6][CH:7]=1. The catalyst class is: 101. (4) Reactant: [O-:1][CH2:2][CH3:3].[Na+].[Cl:5][C:6]1[CH:7]=[CH:8][C:9]2[N:10]=[C:11]([NH2:21])[N:12]=[C:13](N3C=NC=N3)[C:14]=2[N:15]=1. Product: [Cl:5][C:6]1[CH:7]=[CH:8][C:9]2[N:10]=[C:11]([NH2:21])[N:12]=[C:13]([O:1][CH2:2][CH3:3])[C:14]=2[N:15]=1. The catalyst class is: 1. (5) Reactant: Br[C:2]1[S:3][C:4]([C:7]([N:9]2[CH2:14][CH2:13][CH2:12][CH:11]([C:15]([NH:17][C:18]3[CH:23]=[CH:22][C:21]([Cl:24])=[CH:20][CH:19]=3)=[O:16])[CH2:10]2)=[O:8])=[CH:5][N:6]=1.[O:25]1[CH2:30][CH2:29]O[CH2:27][CH2:26]1.O.O1C=CC=C1B(O)O.C(=O)([O-])[O-].[Cs+].[Cs+]. Product: [Cl:24][C:21]1[CH:22]=[CH:23][C:18]([NH:17][C:15]([CH:11]2[CH2:12][CH2:13][CH2:14][N:9]([C:7]([C:4]3[S:3][C:2]([C:26]4[O:25][CH:30]=[CH:29][CH:27]=4)=[N:6][CH:5]=3)=[O:8])[CH2:10]2)=[O:16])=[CH:19][CH:20]=1. The catalyst class is: 103. (6) Reactant: C(=O)([O-])[O-].[K+].[K+].[OH:7][C:8]1[C:9]([O:14][CH2:15][C:16]([O:18][CH3:19])=[O:17])=[N:10][CH:11]=[CH:12][CH:13]=1.[F:20][C:21]1[CH:26]=[C:25]([N+:27]([O-:29])=[O:28])[C:24](F)=[CH:23][C:22]=1[NH:31][C:32](=[O:34])[CH3:33].CN(C)C=O. Product: [F:20][C:21]1[CH:26]=[C:25]([N+:27]([O-:29])=[O:28])[C:24]([O:7][C:8]2[C:9]([O:14][CH2:15][C:16]([O:18][CH3:19])=[O:17])=[N:10][CH:11]=[CH:12][CH:13]=2)=[CH:23][C:22]=1[NH:31][C:32](=[O:34])[CH3:33]. The catalyst class is: 6.